Dataset: Aqueous solubility values for 9,982 compounds from the AqSolDB database. Task: Regression/Classification. Given a drug SMILES string, predict its absorption, distribution, metabolism, or excretion properties. Task type varies by dataset: regression for continuous measurements (e.g., permeability, clearance, half-life) or binary classification for categorical outcomes (e.g., BBB penetration, CYP inhibition). For this dataset (solubility_aqsoldb), we predict Y. (1) The molecule is CC(=O)CC(C)C. The Y is -0.851 log mol/L. (2) The compound is CCC(C)Cl. The Y is -2.00 log mol/L. (3) The drug is CCN(CC)c1ccc(N=Nc2c(C#N)cc(C)cc2C#N)c(NS(C)(=O)=O)c1. The Y is -7.23 log mol/L. (4) The molecule is CN(C)c1nc(=O)n(C2CCCCC2)c(=O)n1C. The Y is -0.883 log mol/L. (5) The molecule is CCBr. The Y is -1.09 log mol/L.